From a dataset of CYP2C19 inhibition data for predicting drug metabolism from PubChem BioAssay. Regression/Classification. Given a drug SMILES string, predict its absorption, distribution, metabolism, or excretion properties. Task type varies by dataset: regression for continuous measurements (e.g., permeability, clearance, half-life) or binary classification for categorical outcomes (e.g., BBB penetration, CYP inhibition). Dataset: cyp2c19_veith. (1) The drug is COc1ccc(NC(=O)C2(c3ccc(NC(=O)c4ccc(OC(C)=O)cc4)cc3)CCCC2)cc1. The result is 0 (non-inhibitor). (2) The drug is Cc1ccc(Sc2nc(C)cc(C)c2S(C)(=O)=O)cc1. The result is 1 (inhibitor). (3) The molecule is COc1ccc(-n2c(=O)c(-c3cc(F)cc(F)c3)nc3cnc(N4CCNCC4)nc32)cc1. The result is 0 (non-inhibitor). (4) The drug is O=C(COc1ccc(Br)cc1)Nc1ccc([N+](=O)[O-])cn1. The result is 1 (inhibitor). (5) The molecule is COc1cc([C@H]2c3cc4c(cc3[C@@H](O[C@H]3O[C@H]5CO[C@@H](C)O[C@H]5[C@@H](O)[C@@H]3O)[C@@H]3COC(=O)[C@H]23)OCO4)cc(OC)c1O. The result is 0 (non-inhibitor). (6) The compound is CN(C)C(=O)c1ccc(-c2nc(NCc3cccnc3)c3ccccc3n2)cc1. The result is 0 (non-inhibitor). (7) The molecule is O=C(N/N=C/c1ccc([N+](=O)[O-])s1)c1ccccc1Br. The result is 1 (inhibitor). (8) The molecule is C[C@H]1CC[C@H](C(=O)O)N[C@@H]1c1ccc(C#Cc2ccccc2)cc1. The result is 0 (non-inhibitor). (9) The drug is CO[C@@H]1COC(=O)C/C=C\[C@H](C)[C@@H](OC)COC(=O)[C@H](C)COC(=O)C/C=C\[C@H]1C. The result is 0 (non-inhibitor). (10) The molecule is Cc1nn(Cc2ccc([N+](=O)[O-])cc2)c(=O)n1-c1cccc(F)c1. The result is 1 (inhibitor).